Dataset: Catalyst prediction with 721,799 reactions and 888 catalyst types from USPTO. Task: Predict which catalyst facilitates the given reaction. (1) Reactant: C(OC([NH:8][C@@H:9]([CH2:13][C:14]1[CH:19]=[CH:18][C:17]([C:20]2[CH:25]=[N:24][C:23]([NH:26][CH2:27][C:28]3[CH:37]=[CH:36][C:35]4[C:30](=[CH:31][CH:32]=[CH:33][CH:34]=4)[CH:29]=3)=[CH:22][N:21]=2)=[CH:16][CH:15]=1)[C:10]([OH:12])=[O:11])=O)(C)(C)C.O[CH2:39][CH2:40][N:41]1[CH2:46][CH2:45][O:44][CH2:43][CH2:42]1.C(N(CC)CC)C.F[P-](F)(F)(F)(F)F.N1(O[P+](N(C)C)(N(C)C)N(C)C)C2C=CC=CC=2N=N1. Product: [NH2:8][C@@H:9]([CH2:13][C:14]1[CH:15]=[CH:16][C:17]([C:20]2[CH:25]=[N:24][C:23]([NH:26][CH2:27][C:28]3[CH:37]=[CH:36][C:31]4[C:30](=[CH:35][CH:34]=[CH:33][CH:32]=4)[CH:29]=3)=[CH:22][N:21]=2)=[CH:18][CH:19]=1)[C:10]([O:12][CH2:39][CH2:40][N:41]1[CH2:46][CH2:45][O:44][CH2:43][CH2:42]1)=[O:11]. The catalyst class is: 4. (2) Reactant: [CH:1]([N:4]1[C:8]([C:9]2[N:10]=[C:11]3[C:17]4[CH:18]=[CH:19][C:20]([C:22]5[CH:23]=[N:24][N:25]([C:27]([CH3:32])([CH3:31])[C:28](O)=[O:29])[CH:26]=5)=[CH:21][C:16]=4[O:15][CH2:14][CH2:13][N:12]3[CH:33]=2)=[N:7][C:6]([CH3:34])=[N:5]1)([CH3:3])[CH3:2].[NH4+].[Cl-].CC[N:39](C(C)C)C(C)C.C(=O)(O)[O-].[Na+]. Product: [CH:1]([N:4]1[C:8]([C:9]2[N:10]=[C:11]3[C:17]4[CH:18]=[CH:19][C:20]([C:22]5[CH:23]=[N:24][N:25]([C:27]([CH3:32])([CH3:31])[C:28]([NH2:39])=[O:29])[CH:26]=5)=[CH:21][C:16]=4[O:15][CH2:14][CH2:13][N:12]3[CH:33]=2)=[N:7][C:6]([CH3:34])=[N:5]1)([CH3:2])[CH3:3]. The catalyst class is: 3.